Dataset: NCI-60 drug combinations with 297,098 pairs across 59 cell lines. Task: Regression. Given two drug SMILES strings and cell line genomic features, predict the synergy score measuring deviation from expected non-interaction effect. (1) Drug 1: C1CN(P(=O)(OC1)NCCCl)CCCl. Drug 2: CC1C(C(CC(O1)OC2CC(CC3=C2C(=C4C(=C3O)C(=O)C5=C(C4=O)C(=CC=C5)OC)O)(C(=O)CO)O)N)O.Cl. Cell line: NCIH23. Synergy scores: CSS=44.6, Synergy_ZIP=-1.48, Synergy_Bliss=-2.11, Synergy_Loewe=-18.8, Synergy_HSA=0.497. (2) Drug 1: CC1C(C(=O)NC(C(=O)N2CCCC2C(=O)N(CC(=O)N(C(C(=O)O1)C(C)C)C)C)C(C)C)NC(=O)C3=C4C(=C(C=C3)C)OC5=C(C(=O)C(=C(C5=N4)C(=O)NC6C(OC(=O)C(N(C(=O)CN(C(=O)C7CCCN7C(=O)C(NC6=O)C(C)C)C)C)C(C)C)C)N)C. Drug 2: CC(C)CN1C=NC2=C1C3=CC=CC=C3N=C2N. Cell line: PC-3. Synergy scores: CSS=29.6, Synergy_ZIP=8.93, Synergy_Bliss=6.31, Synergy_Loewe=-2.40, Synergy_HSA=4.89. (3) Drug 1: CCC1(CC2CC(C3=C(CCN(C2)C1)C4=CC=CC=C4N3)(C5=C(C=C6C(=C5)C78CCN9C7C(C=CC9)(C(C(C8N6C=O)(C(=O)OC)O)OC(=O)C)CC)OC)C(=O)OC)O.OS(=O)(=O)O. Drug 2: CC(C)NC(=O)C1=CC=C(C=C1)CNNC.Cl. Cell line: RXF 393. Synergy scores: CSS=1.40, Synergy_ZIP=-3.29, Synergy_Bliss=-1.06, Synergy_Loewe=-21.0, Synergy_HSA=-1.98. (4) Drug 1: CC1=C2C(C(=O)C3(C(CC4C(C3C(C(C2(C)C)(CC1OC(=O)C(C(C5=CC=CC=C5)NC(=O)OC(C)(C)C)O)O)OC(=O)C6=CC=CC=C6)(CO4)OC(=O)C)OC)C)OC. Drug 2: C1CN(CCN1C(=O)CCBr)C(=O)CCBr. Cell line: HCC-2998. Synergy scores: CSS=31.9, Synergy_ZIP=-0.893, Synergy_Bliss=-10.4, Synergy_Loewe=-27.1, Synergy_HSA=-6.84. (5) Drug 1: CCN(CC)CCNC(=O)C1=C(NC(=C1C)C=C2C3=C(C=CC(=C3)F)NC2=O)C. Drug 2: CC1CCCC2(C(O2)CC(NC(=O)CC(C(C(=O)C(C1O)C)(C)C)O)C(=CC3=CSC(=N3)C)C)C. Cell line: SK-MEL-2. Synergy scores: CSS=82.7, Synergy_ZIP=8.45, Synergy_Bliss=6.66, Synergy_Loewe=7.93, Synergy_HSA=8.56. (6) Drug 1: CCCS(=O)(=O)NC1=C(C(=C(C=C1)F)C(=O)C2=CNC3=C2C=C(C=N3)C4=CC=C(C=C4)Cl)F. Drug 2: C(CC(=O)O)C(=O)CN.Cl. Cell line: NCI-H226. Synergy scores: CSS=16.0, Synergy_ZIP=-0.910, Synergy_Bliss=3.20, Synergy_Loewe=1.17, Synergy_HSA=1.30. (7) Drug 1: CCC1=C2CN3C(=CC4=C(C3=O)COC(=O)C4(CC)O)C2=NC5=C1C=C(C=C5)O. Drug 2: CC1=C(C(=O)C2=C(C1=O)N3CC4C(C3(C2COC(=O)N)OC)N4)N. Cell line: MOLT-4. Synergy scores: CSS=84.0, Synergy_ZIP=0.476, Synergy_Bliss=1.03, Synergy_Loewe=-0.0254, Synergy_HSA=2.48.